Dataset: Catalyst prediction with 721,799 reactions and 888 catalyst types from USPTO. Task: Predict which catalyst facilitates the given reaction. (1) Reactant: Cl.[CH2:2]([N:4]1[C:8]2=[N:9][CH:10]=[C:11]([C:19]([O:21][CH2:22][CH3:23])=[O:20])[C:12]([NH:13][C@H:14]3[CH2:18][CH2:17][NH:16][CH2:15]3)=[C:7]2[CH:6]=[N:5]1)[CH3:3].CCN(C(C)C)C(C)C.C[Si]([N:37]=[C:38]=[O:39])(C)C. Product: [NH2:37][C:38]([N:16]1[CH2:17][CH2:18][C@H:14]([NH:13][C:12]2[C:11]([C:19]([O:21][CH2:22][CH3:23])=[O:20])=[CH:10][N:9]=[C:8]3[N:4]([CH2:2][CH3:3])[N:5]=[CH:6][C:7]=23)[CH2:15]1)=[O:39]. The catalyst class is: 2. (2) Reactant: CC1[O:7][CH:6]([CH3:8])[O:5][CH:4]([CH3:9])O1.[Na+].[I-:11].[C:12]([O:15][C:16]1C=[CH:20][CH:19]=[CH:18][C:17]=1C(Cl)=O)(=[O:14])[CH3:13]. Product: [C:12]([O:15][C:16]1[CH:17]=[CH:18][CH:19]=[CH:20][C:8]=1[C:6]([O:5][CH:4]([I:11])[CH3:9])=[O:7])(=[O:14])[CH3:13]. The catalyst class is: 2. (3) Reactant: C([N:3]([CH2:15][CH3:16])[C:4](=[O:14])[C:5]1[CH:10]=[CH:9][C:8]([O:11][CH3:12])=[CH:7][C:6]=1[CH3:13])C.[Li]CCCC.[CH:22]([O:25][C:26]1[CH:33]=[CH:32]C(C#N)=[CH:28][CH:27]=1)([CH3:24])[CH3:23]. Product: [CH:22]([O:25][C:26]1[CH:33]=[CH:32][C:16]([C:15]2[NH:3][C:4](=[O:14])[C:5]3[C:6]([CH:13]=2)=[CH:7][C:8]([O:11][CH3:12])=[CH:9][CH:10]=3)=[CH:28][CH:27]=1)([CH3:24])[CH3:23]. The catalyst class is: 1. (4) Reactant: [CH3:1][O:2][C:3](=[O:16])[C:4]1[C:9]([Cl:10])=[CH:8][C:7](Cl)=[N:6][C:5]=1[C:12]([F:15])([F:14])[F:13].[CH2:17]([C:19]1[CH:24]=[CH:23][CH:22]=[C:21]([CH2:25][CH3:26])[C:20]=1B(O)O)[CH3:18].C(=O)([O-])[O-].[Na+].[Na+]. Product: [CH3:1][O:2][C:3](=[O:16])[C:4]1[C:9]([Cl:10])=[CH:8][C:7]([C:20]2[C:21]([CH2:25][CH3:26])=[CH:22][CH:23]=[CH:24][C:19]=2[CH2:17][CH3:18])=[N:6][C:5]=1[C:12]([F:15])([F:14])[F:13]. The catalyst class is: 109.